Predict the reaction yield, written as a fraction of the theoretical maximum amount of product (1.0 means a 100% yield; for example, 0.34 means a 34% yield). From a dataset of Reaction yield outcomes from USPTO patents with 853,638 reactions. (1) The catalyst is CC(O)C.O. The product is [CH3:1][O:3][C:4]([C:6]1([CH2:30][CH:31]=[O:35])[CH2:7][CH2:8][CH:9]([O:12][Si:13]([C:26]([CH3:27])([CH3:28])[CH3:29])([C:14]2[CH:15]=[CH:16][CH:17]=[CH:18][CH:19]=2)[C:20]2[CH:21]=[CH:22][CH:23]=[CH:24][CH:25]=2)[CH2:10][CH2:11]1)=[O:5]. The yield is 0.870. The reactants are [CH2:1]([O:3][C:4]([C:6]1([CH2:30][CH:31]=C)[CH2:11][CH2:10][CH:9]([O:12][Si:13]([C:26]([CH3:29])([CH3:28])[CH3:27])([C:20]2[CH:25]=[CH:24][CH:23]=[CH:22][CH:21]=2)[C:14]2[CH:19]=[CH:18][CH:17]=[CH:16][CH:15]=2)[CH2:8][CH2:7]1)=[O:5])C.C(OCC)(=[O:35])C. (2) The reactants are [CH3:1][C:2]1([CH3:34])[CH2:11][C@@H:10]([NH:12][C:13](=[O:29])[NH:14][C:15]2[CH:24]=[CH:23][CH:22]=[C:21]3[C:16]=2[CH:17]=[C:18]([NH:25]C(=O)C)[N:19]=[CH:20]3)[C:9]2[C:4](=[CH:5][C:6]([C:30]([F:33])([F:32])[F:31])=[CH:7][CH:8]=2)[O:3]1.[OH-].[Na+]. The catalyst is CO.O. The product is [NH2:25][C:18]1[N:19]=[CH:20][C:21]2[C:16]([CH:17]=1)=[C:15]([NH:14][C:13]([NH:12][C@H:10]1[C:9]3[C:4](=[CH:5][C:6]([C:30]([F:33])([F:31])[F:32])=[CH:7][CH:8]=3)[O:3][C:2]([CH3:34])([CH3:1])[CH2:11]1)=[O:29])[CH:24]=[CH:23][CH:22]=2. The yield is 0.520. (3) The catalyst is O1CCOCC1. The product is [CH3:1][C:2]1[NH:3][N:4]([C:8]2[CH:9]=[CH:10][CH:11]=[CH:12][CH:13]=2)[C:5](=[O:7])[C:6]=1[C:18]([O:20][CH2:21][C:22]1[CH:27]=[CH:26][CH:25]=[CH:24][CH:23]=1)=[O:19]. The reactants are [CH3:1][C:2]1[CH:6]=[C:5]([OH:7])[N:4]([C:8]2[CH:13]=[CH:12][CH:11]=[CH:10][CH:9]=2)[N:3]=1.[OH-].[Ca+2].[OH-].Cl[C:18]([O:20][CH2:21][C:22]1[CH:27]=[CH:26][CH:25]=[CH:24][CH:23]=1)=[O:19].Cl. The yield is 0.790. (4) The reactants are [CH2:1]([O:3][C:4]1[CH:9]=[C:8]([CH2:10][C:11]2[CH:16]=[CH:15][CH:14]=[CH:13][N:12]=2)[CH:7]=[CH:6][C:5]=1[CH2:17][CH2:18][CH2:19][OH:20])[CH3:2].[CH2:21]([N:23]1[CH:27]=[C:26]([CH2:28][C:29]([O:31]C)=[O:30])[C:25](O)=[N:24]1)[CH3:22].C(P(CCCC)CCCC)CCC.N(C(N1CCCCC1)=O)=NC(N1CCCCC1)=O.O1CCCC1CO.[OH-].[Na+].Cl. The catalyst is O1CCCC1. The product is [CH2:1]([O:3][C:4]1[CH:9]=[C:8]([CH2:10][C:11]2[CH:16]=[CH:15][CH:14]=[CH:13][N:12]=2)[CH:7]=[CH:6][C:5]=1[CH2:17][CH2:18][CH2:19][O:20][C:25]1[C:26]([CH2:28][C:29]([OH:31])=[O:30])=[CH:27][N:23]([CH2:21][CH3:22])[N:24]=1)[CH3:2]. The yield is 0.520. (5) The reactants are C([O:8][C:9]([C@:11]12[CH2:45][CH2:44][C@@H:43]([C:46]([CH3:48])=[CH2:47])[C@@H:12]1[C@@H:13]1[C@@:26]([CH3:29])([CH2:27][CH2:28]2)[C@@:25]2([CH3:30])[C@@H:16]([C@:17]3([CH3:42])[C@@H:22]([CH2:23][CH2:24]2)[C:21]([CH3:32])([CH3:31])[C:20]([C:33]2[CH:38]=[CH:37][C:36]([B:39]([OH:41])[OH:40])=[CH:35][CH:34]=2)=[CH:19][CH2:18]3)[CH2:15][CH2:14]1)=[O:10])C1C=CC=CC=1.N#N.B(Br)(Br)Br. The catalyst is C(Cl)Cl. The product is [B:39]([C:36]1[CH:37]=[CH:38][C:33]([C:20]2[C:21]([CH3:32])([CH3:31])[C@H:22]3[C@:17]([CH3:42])([CH2:18][CH:19]=2)[C@@H:16]2[C@:25]([CH3:30])([C@@:26]4([CH3:29])[C@H:13]([CH2:14][CH2:15]2)[C@H:12]2[C@H:43]([C:46]([CH3:48])=[CH2:47])[CH2:44][CH2:45][C@:11]2([C:9]([OH:10])=[O:8])[CH2:28][CH2:27]4)[CH2:24][CH2:23]3)=[CH:34][CH:35]=1)([OH:41])[OH:40]. The yield is 0.241. (6) The reactants are [Cl:1][C:2]1[CH:7]=[CH:6][C:5]([S:8]([N:11]([C:15]2[C:16]([CH:22]([C:24]3[C:29]([F:30])=[CH:28][CH:27]=[CH:26][C:25]=3[Cl:31])[OH:23])=[N:17][CH:18]=[C:19]([Cl:21])[CH:20]=2)[CH2:12][O:13][CH3:14])(=[O:10])=[O:9])=[CH:4][C:3]=1[C:32]([F:35])([F:34])[F:33].CC(OI1(OC(C)=O)(OC(C)=O)OC(=O)C2C=CC=CC1=2)=O.[O-]S([O-])(=S)=O.[Na+].[Na+].C([O-])(O)=O.[Na+]. The catalyst is C(Cl)Cl. The product is [Cl:1][C:2]1[CH:7]=[CH:6][C:5]([S:8]([N:11]([C:15]2[C:16]([C:22](=[O:23])[C:24]3[C:29]([F:30])=[CH:28][CH:27]=[CH:26][C:25]=3[Cl:31])=[N:17][CH:18]=[C:19]([Cl:21])[CH:20]=2)[CH2:12][O:13][CH3:14])(=[O:9])=[O:10])=[CH:4][C:3]=1[C:32]([F:33])([F:34])[F:35]. The yield is 0.750. (7) The reactants are [NH:1]1[C:9]2[C:4](=[CH:5][C:6]([CH2:10][CH:11]([NH:20][C:21]([N:23]3[CH2:28][CH2:27][CH:26]([N:29]4[CH2:38][C:37]5[C:32](=[CH:33][CH:34]=[CH:35][CH:36]=5)[NH:31][C:30]4=[O:39])[CH2:25][CH2:24]3)=[O:22])[C:12](=[O:19])[N:13]3[CH2:18][CH2:17][NH:16][CH2:15][CH2:14]3)=[CH:7][CH:8]=2)[CH:3]=[N:2]1.[CH3:40][CH:41]([CH2:44][CH3:45])[CH:42]=O.C(O[BH-](OC(=O)C)OC(=O)C)(=O)C.[Na+]. The catalyst is CO. The product is [NH:1]1[C:9]2[C:4](=[CH:5][C:6]([CH2:10][CH:11]([NH:20][C:21]([N:23]3[CH2:24][CH2:25][CH:26]([N:29]4[CH2:38][C:37]5[C:32](=[CH:33][CH:34]=[CH:35][CH:36]=5)[NH:31][C:30]4=[O:39])[CH2:27][CH2:28]3)=[O:22])[C:12]([N:13]3[CH2:18][CH2:17][N:16]([CH2:40][CH:41]([CH3:42])[CH2:44][CH3:45])[CH2:15][CH2:14]3)=[O:19])=[CH:7][CH:8]=2)[CH:3]=[N:2]1. The yield is 0.500. (8) The reactants are [CH3:1][O-:2].[Na+].CO.[NH2:6][C:7]1[C:12]([N+:13]([O-:15])=[O:14])=[CH:11][CH:10]=[C:9](Cl)[N:8]=1. The catalyst is O. The product is [NH2:6][C:7]1[C:12]([N+:13]([O-:15])=[O:14])=[CH:11][CH:10]=[C:9]([O:2][CH3:1])[N:8]=1. The yield is 0.865. (9) No catalyst specified. The product is [F:1][C:2]1[CH:3]=[C:4]([C:9]2[O:13][N:12]=[C:11]([C:14]([OH:16])=[O:15])[C:10]=2[F:19])[CH:5]=[CH:6][C:7]=1[F:8]. The reactants are [F:1][C:2]1[CH:3]=[C:4]([C:9]2[O:13][N:12]=[C:11]([C:14]([O:16]CC)=[O:15])[CH:10]=2)[CH:5]=[CH:6][C:7]=1[F:8].[F:19]C1C(C(O)=O)=NOC=1C1C=CC(F)=CC=1. The yield is 0.0257. (10) The product is [N:1]1([S:6]([C:9]2[CH:10]=[C:11]([CH:16]=[CH:17][CH:18]=2)[C:12]([NH:19][NH2:20])=[O:13])(=[O:8])=[O:7])[CH2:5][CH2:4][CH2:3][CH2:2]1. The catalyst is CO. The yield is 0.711. The reactants are [N:1]1([S:6]([C:9]2[CH:10]=[C:11]([CH:16]=[CH:17][CH:18]=2)[C:12](OC)=[O:13])(=[O:8])=[O:7])[CH2:5][CH2:4][CH2:3][CH2:2]1.[NH2:19][NH2:20].